From a dataset of Forward reaction prediction with 1.9M reactions from USPTO patents (1976-2016). Predict the product of the given reaction. (1) Given the reactants C(=O)([O-])[O-].[K+].[K+].[Cl:7][C:8]1[CH:13]=[C:12]([OH:14])[CH:11]=[C:10]([Cl:15])[N:9]=1.C(OC[C:21](Br)([F:23])[F:22])(=O)C.CN(C)C=O, predict the reaction product. The product is: [Cl:7][C:8]1[CH:13]=[C:12]([O:14][CH:21]([F:23])[F:22])[CH:11]=[C:10]([Cl:15])[N:9]=1. (2) The product is: [Br:32][C:33]1[C:34]([CH3:51])=[N:35][O:36][C:37]=1[NH:38][S:39]([C:42]1[CH:46]=[CH:45][S:44][C:43]=1[C:47]([NH:8][C:9]1[CH:19]=[CH:18][CH:17]=[C:11]([C:12]([OH:14])=[O:13])[CH:10]=1)=[O:48])(=[O:40])=[O:41]. Given the reactants CCN(CC)CC.[NH2:8][C:9]1[CH:10]=[C:11]([CH:17]=[CH:18][CH:19]=1)[C:12]([O:14]CC)=[O:13].N1P(Cl)(Cl)=NP(Cl)(Cl)=NP=1(Cl)Cl.[Br:32][C:33]1[C:34]([CH3:51])=[N:35][O:36][C:37]=1[NH:38][S:39]([C:42]1[CH:46]=[CH:45][S:44][C:43]=1[C:47](OC)=[O:48])(=[O:41])=[O:40], predict the reaction product. (3) The product is: [Br:1][C:2]1[CH:3]=[CH:4][C:5]([CH2:6][O:7][CH:8]([CH2:13][CH:14]([CH3:15])[CH3:16])[C:9]([OH:11])=[O:10])=[CH:17][CH:18]=1. Given the reactants [Br:1][C:2]1[CH:18]=[CH:17][C:5]([CH2:6][O:7][CH:8]([CH2:13][CH:14]([CH3:16])[CH3:15])[C:9]([O:11]C)=[O:10])=[CH:4][CH:3]=1.CO.O1CCCC1.[Li], predict the reaction product. (4) Given the reactants [CH3:1][O:2][C:3]([C:5]1[N:9]=[C:8]([C:10]2[CH:15]=[CH:14][C:13]([O:16]CC3C=CC=CC=3)=[CH:12][N:11]=2)[N:7]([C:24]2[CH:25]=[N:26][C:27]([O:30][CH3:31])=[CH:28][CH:29]=2)[N:6]=1)=[O:4].[H][H], predict the reaction product. The product is: [CH3:1][O:2][C:3]([C:5]1[N:9]=[C:8]([C:10]2[CH:15]=[CH:14][C:13]([OH:16])=[CH:12][N:11]=2)[N:7]([C:24]2[CH:25]=[N:26][C:27]([O:30][CH3:31])=[CH:28][CH:29]=2)[N:6]=1)=[O:4]. (5) Given the reactants [CH3:1][O:2][CH2:3][CH2:4][CH2:5][OH:6].[H-].[Na+].[Cl:9][C:10]1[N:11]=[N:12][C:13](Cl)=[CH:14][CH:15]=1, predict the reaction product. The product is: [Cl:9][C:10]1[N:11]=[N:12][C:13]([O:6][CH2:5][CH2:4][CH2:3][O:2][CH3:1])=[CH:14][CH:15]=1. (6) Given the reactants N#N.[C:3]([C:6]1[N:7]=[C:8]([CH2:11]OS(C)(=O)=O)[O:9][CH:10]=1)(=[O:5])[CH3:4].C([O-])([O-])=O.[K+].[K+].[N+:23]([C:26]1[NH:30][N:29]=[CH:28][CH:27]=1)([O-:25])=[O:24].[Br-], predict the reaction product. The product is: [N+:23]([C:26]1[CH:27]=[CH:28][N:29]([CH2:11][C:8]2[O:9][CH:10]=[C:6]([C:3](=[O:5])[CH3:4])[N:7]=2)[N:30]=1)([O-:25])=[O:24]. (7) Given the reactants [C:1]1([CH2:11][NH:12][C:13](=[O:20])[NH:14][O:15][CH2:16][C:17]([OH:19])=O)[C:10]2[C:5](=[CH:6][CH:7]=[CH:8][CH:9]=2)[CH:4]=[CH:3][CH:2]=1.[NH2:21][C@H:22]([C:35]([N:37]([C@@H:49]([CH3:57])[CH:50]([O:54][CH2:55][CH3:56])[O:51][CH2:52][CH3:53])[CH2:38][C:39]1[C:48]2[C:43](=[CH:44][CH:45]=[CH:46][CH:47]=2)[CH:42]=[CH:41][CH:40]=1)=[O:36])[CH2:23][CH2:24][CH2:25][CH2:26][NH:27][C:28](=[O:34])[O:29][C:30]([CH3:33])([CH3:32])[CH3:31], predict the reaction product. The product is: [CH2:52]([O:51][CH:50]([O:54][CH2:55][CH3:56])[C@@H:49]([N:37]([CH2:38][C:39]1[C:48]2[C:43](=[CH:44][CH:45]=[CH:46][CH:47]=2)[CH:42]=[CH:41][CH:40]=1)[C:35]([C@H:22]([CH2:23][CH2:24][CH2:25][CH2:26][NH:27][C:28](=[O:34])[O:29][C:30]([CH3:32])([CH3:33])[CH3:31])[NH:21][C:17](=[O:19])[CH2:16][O:15][NH:14][C:13](=[O:20])[NH:12][CH2:11][C:1]1[C:10]2[C:5](=[CH:6][CH:7]=[CH:8][CH:9]=2)[CH:4]=[CH:3][CH:2]=1)=[O:36])[CH3:57])[CH3:53].